From a dataset of Full USPTO retrosynthesis dataset with 1.9M reactions from patents (1976-2016). Predict the reactants needed to synthesize the given product. Given the product [OH:8][C:9]1[CH:10]=[C:11]([C:15]2[CH:24]=[C:23]3[C:18]([CH2:19][CH2:20][CH:21]([C:25]([O:27][CH3:28])=[O:26])[CH2:22]3)=[CH:17][CH:16]=2)[CH:12]=[CH:13][CH:14]=1, predict the reactants needed to synthesize it. The reactants are: C([O:8][C:9]1[CH:10]=[C:11]([C:15]2[CH:24]=[C:23]3[C:18]([CH2:19][CH2:20][CH:21]([C:25]([O:27][CH3:28])=[O:26])[CH2:22]3)=[CH:17][CH:16]=2)[CH:12]=[CH:13][CH:14]=1)C1C=CC=CC=1.